From a dataset of Catalyst prediction with 721,799 reactions and 888 catalyst types from USPTO. Predict which catalyst facilitates the given reaction. (1) Reactant: [O:1]1[C:5]2([CH2:10][CH2:9][N:8]([C:11]([C:13]3[NH:14][C:15]4[C:20]([CH:21]=3)=[CH:19][C:18]([C:22]([N:24]3[CH2:29][CH2:28][N:27]([CH:30]([CH3:32])[CH3:31])[CH2:26][CH2:25]3)=[O:23])=[CH:17][CH:16]=4)=[O:12])[CH2:7][CH2:6]2)[O:4][CH2:3][CH2:2]1.[H-].[Na+].CS(O[CH2:40][C:41]([F:44])([F:43])[F:42])(=O)=O. Product: [O:4]1[C:5]2([CH2:10][CH2:9][N:8]([C:11]([C:13]3[N:14]([CH2:40][C:41]([F:44])([F:43])[F:42])[C:15]4[C:20]([CH:21]=3)=[CH:19][C:18]([C:22]([N:24]3[CH2:25][CH2:26][N:27]([CH:30]([CH3:32])[CH3:31])[CH2:28][CH2:29]3)=[O:23])=[CH:17][CH:16]=4)=[O:12])[CH2:7][CH2:6]2)[O:1][CH2:2][CH2:3]1. The catalyst class is: 9. (2) Reactant: [Cl:1][C:2]1[C:3]([CH3:12])=[C:4]([S:8](Cl)(=[O:10])=[O:9])[CH:5]=[CH:6][CH:7]=1.N1C=CC=CC=1.[NH2:19][C:20]1[CH:21]=[C:22]2[C:27](=[CH:28][CH:29]=1)[N:26]=[C:25]([CH3:30])[C:24]([CH3:31])=[N:23]2.C([O-])(O)=O.[Na+]. Product: [Cl:1][C:2]1[C:3]([CH3:12])=[C:4]([S:8]([NH:19][C:20]2[CH:21]=[C:22]3[C:27](=[CH:28][CH:29]=2)[N:26]=[C:25]([CH3:30])[C:24]([CH3:31])=[N:23]3)(=[O:10])=[O:9])[CH:5]=[CH:6][CH:7]=1. The catalyst class is: 4. (3) Reactant: [Br:1][C:2]1[CH:7]=[CH:6][CH:5]=[CH:4][C:3]=1[OH:8].[C:9]1(B(O)O)[CH:14]=[CH:13][CH:12]=[CH:11][CH:10]=1. Product: [Br:1][C:2]1[CH:7]=[CH:6][CH:5]=[CH:4][C:3]=1[O:8][C:9]1[CH:14]=[CH:13][CH:12]=[CH:11][CH:10]=1. The catalyst class is: 749. (4) Reactant: [F:1][C:2]([F:18])([C:8]1[CH:9]=[N:10][C:11]([C:14]([F:17])([F:16])[F:15])=[CH:12][CH:13]=1)[C:3](OCC)=[O:4].[BH4-].[Na+]. Product: [F:18][C:2]([F:1])([C:8]1[CH:9]=[N:10][C:11]([C:14]([F:15])([F:16])[F:17])=[CH:12][CH:13]=1)[CH2:3][OH:4]. The catalyst class is: 8. (5) Reactant: [Cl:1][C:2]1[C:7]([Cl:8])=[C:6]([O:9][C:10]2[CH:15]=[CH:14][N:13]=[C:12](Cl)[N:11]=2)[CH:5]=[CH:4][C:3]=1[NH:17][C:18]([NH:20][C:21]1[N:25]([C:26]2[CH:31]=[CH:30][C:29]([CH3:32])=[CH:28][CH:27]=2)[N:24]=[C:23]([CH:33]([CH3:35])[CH3:34])[CH:22]=1)=[O:19].[CH:36]1([S:39]([C:42]2[CH:43]=[C:44]([CH:46]=[C:47]([O:49][CH3:50])[CH:48]=2)[NH2:45])(=[O:41])=[O:40])[CH2:38][CH2:37]1.C([O-])(O)=O.[Na+]. Product: [Cl:1][C:2]1[C:7]([Cl:8])=[C:6]([O:9][C:10]2[CH:15]=[CH:14][N:13]=[C:12]([NH:45][C:44]3[CH:46]=[C:47]([O:49][CH3:50])[CH:48]=[C:42]([S:39]([CH:36]4[CH2:37][CH2:38]4)(=[O:41])=[O:40])[CH:43]=3)[N:11]=2)[CH:5]=[CH:4][C:3]=1[NH:17][C:18]([NH:20][C:21]1[N:25]([C:26]2[CH:27]=[CH:28][C:29]([CH3:32])=[CH:30][CH:31]=2)[N:24]=[C:23]([CH:33]([CH3:34])[CH3:35])[CH:22]=1)=[O:19]. The catalyst class is: 3. (6) Reactant: [CH:1]12[CH2:8][CH:4]([CH2:5][CH:6]1[OH:7])[CH2:3][NH:2]2.F[C:10]1[CH:15]=[CH:14][C:13]([N+:16]([O-:18])=[O:17])=[CH:12][CH:11]=1.C([O-])([O-])=O.[K+].[K+].CN(C=O)C. Product: [N+:16]([C:13]1[CH:14]=[CH:15][C:10]([N:2]2[CH2:3][CH:4]3[CH2:8][CH:1]2[CH:6]([OH:7])[CH2:5]3)=[CH:11][CH:12]=1)([O-:18])=[O:17]. The catalyst class is: 25. (7) Reactant: C(O[C:4]1(O[Si](C)(C)C)[CH2:6][CH2:5]1)C.[CH2:12]1[C:18]2[CH:19]=[C:20]([NH:23][C:24](=[O:33])[O:25][CH2:26][C:27]3[CH:32]=[CH:31][CH:30]=[CH:29][CH:28]=3)[CH:21]=[CH:22][C:17]=2[CH2:16][CH2:15][CH2:14][NH:13]1.[BH3-]C#N.[Na+].C(O)(=O)C. Product: [CH:4]1([N:13]2[CH2:14][CH2:15][CH2:16][C:17]3[CH:22]=[CH:21][C:20]([NH:23][C:24](=[O:33])[O:25][CH2:26][C:27]4[CH:28]=[CH:29][CH:30]=[CH:31][CH:32]=4)=[CH:19][C:18]=3[CH2:12]2)[CH2:6][CH2:5]1. The catalyst class is: 24.